From a dataset of Full USPTO retrosynthesis dataset with 1.9M reactions from patents (1976-2016). Predict the reactants needed to synthesize the given product. Given the product [CH3:1][C:2]1[O:3][C:4]([CH3:10])=[CH:5][C:6]=1[C:7]([NH:18][C:17]1[CH:19]=[CH:20][C:14]([O:13][CH2:11][CH3:12])=[CH:15][C:16]=1[N+:21]([O-:23])=[O:22])=[O:9], predict the reactants needed to synthesize it. The reactants are: [CH3:1][C:2]1[O:3][C:4]([CH3:10])=[CH:5][C:6]=1[C:7]([OH:9])=O.[CH2:11]([O:13][C:14]1[CH:20]=[CH:19][C:17]([NH2:18])=[C:16]([N+:21]([O-:23])=[O:22])[CH:15]=1)[CH3:12].